Dataset: Peptide-MHC class II binding affinity with 134,281 pairs from IEDB. Task: Regression. Given a peptide amino acid sequence and an MHC pseudo amino acid sequence, predict their binding affinity value. This is MHC class II binding data. (1) The peptide sequence is LCHICWKPLPTSITV. The MHC is H-2-IAb with pseudo-sequence H-2-IAb. The binding affinity (normalized) is 0.467. (2) The peptide sequence is REKKLSEFGKAKGSR. The MHC is HLA-DQA10501-DQB10302 with pseudo-sequence HLA-DQA10501-DQB10302. The binding affinity (normalized) is 0.259.